This data is from Full USPTO retrosynthesis dataset with 1.9M reactions from patents (1976-2016). The task is: Predict the reactants needed to synthesize the given product. (1) Given the product [OH:16][CH:15]([C:12]1[CH:13]=[CH:14][C:9]([C:6]2[CH:5]=[CH:4][C:3]([O:2][CH3:1])=[CH:8][CH:7]=2)=[CH:10][CH:11]=1)[C:24]1([CH2:23][C:18]2[CH:19]=[CH:20][CH:21]=[CH:22][N:17]=2)[NH:28][C:27](=[O:29])[NH:26][C:25]1=[O:30], predict the reactants needed to synthesize it. The reactants are: [CH3:1][O:2][C:3]1[CH:8]=[CH:7][C:6]([C:9]2[CH:14]=[CH:13][C:12]([CH:15]=[O:16])=[CH:11][CH:10]=2)=[CH:5][CH:4]=1.[N:17]1[CH:22]=[CH:21][CH:20]=[CH:19][C:18]=1[CH2:23][CH:24]1[NH:28][C:27](=[O:29])[NH:26][C:25]1=[O:30]. (2) The reactants are: [F:1][CH:2]([F:24])[O:3][CH2:4][C@@H:5]([O:7][C:8]1[CH:9]=[C:10]([CH:20]=[C:21]([OH:23])[CH:22]=1)[C:11]([NH:13][C:14]1[CH:18]=[CH:17][N:16]([CH3:19])[N:15]=1)=[O:12])[CH3:6].[N:25]1([C:29]([C:31]2[CH:36]=[CH:35][C:34](Br)=[CH:33][N:32]=2)=[O:30])[CH2:28][CH2:27][CH2:26]1.C(=O)([O-])[O-].[Cs+].[Cs+].C(OCC)(=O)C. Given the product [N:25]1([C:29]([C:31]2[N:32]=[CH:33][C:34]([O:23][C:21]3[CH:20]=[C:10]([CH:9]=[C:8]([O:7][C@@H:5]([CH3:6])[CH2:4][O:3][CH:2]([F:1])[F:24])[CH:22]=3)[C:11]([NH:13][C:14]3[CH:18]=[CH:17][N:16]([CH3:19])[N:15]=3)=[O:12])=[CH:35][CH:36]=2)=[O:30])[CH2:28][CH2:27][CH2:26]1, predict the reactants needed to synthesize it. (3) Given the product [N:14]1[CH:15]=[CH:16][CH:17]=[CH:18][C:13]=1[CH:11]([N:10]1[C:4]2[C:5](=[N:6][CH:7]=[C:2]([B:22]3[O:23][C:24]([CH3:26])([CH3:25])[C:20]([CH3:36])([CH3:19])[O:21]3)[CH:3]=2)[CH:8]=[N:9]1)[CH3:12], predict the reactants needed to synthesize it. The reactants are: Br[C:2]1[CH:3]=[C:4]2[N:10]([CH:11]([C:13]3[CH:18]=[CH:17][CH:16]=[CH:15][N:14]=3)[CH3:12])[N:9]=[CH:8][C:5]2=[N:6][CH:7]=1.[CH3:19][C:20]1([CH3:36])[C:24]([CH3:26])([CH3:25])[O:23][B:22]([B:22]2[O:23][C:24]([CH3:26])([CH3:25])[C:20]([CH3:36])([CH3:19])[O:21]2)[O:21]1.C([O-])(=O)C.[K+]. (4) Given the product [CH3:15][C:10]1([C:8]2[CH:7]=[CH:6][N:5]=[C:4]([CH:24]=[O:25])[CH:9]=2)[O:14][CH2:13][CH2:12][O:11]1, predict the reactants needed to synthesize it. The reactants are: N#N.Br[C:4]1[CH:9]=[C:8]([C:10]2([CH3:15])[O:14][CH2:13][CH2:12][O:11]2)[CH:7]=[CH:6][N:5]=1.[Li]CCCC.CN([CH:24]=[O:25])C.[NH4+].[Cl-]. (5) Given the product [Cl:25][CH2:2][C:3]1[CH:4]=[C:5]2[C:9](=[CH:10][CH:11]=1)[CH2:8][C@H:7]([NH:12][C:13](=[O:22])[O:14][CH2:15][C:16]1[CH:21]=[CH:20][CH:19]=[CH:18][CH:17]=1)[CH2:6]2, predict the reactants needed to synthesize it. The reactants are: O[CH2:2][C:3]1[CH:4]=[C:5]2[C:9](=[CH:10][CH:11]=1)[CH2:8][C@H:7]([NH:12][C:13](=[O:22])[O:14][CH2:15][C:16]1[CH:21]=[CH:20][CH:19]=[CH:18][CH:17]=1)[CH2:6]2.S(Cl)([Cl:25])=O. (6) The reactants are: [C:1](Cl)(Cl)=[S:2].[C:5]([C:7]1([NH:12][C:13]2[CH:22]=[CH:21][C:16]([C:17]([NH:19][CH3:20])=[O:18])=[C:15]([F:23])[CH:14]=2)[CH2:11][CH2:10][CH2:9][CH2:8]1)#[N:6].N[C:25]1[CH:26]=[C:27]([CH3:33])[C:28]([C:31]#[N:32])=[N:29][CH:30]=1.Cl.CC(N(C)C)=[O:37]. Given the product [C:31]([C:28]1[N:29]=[CH:30][C:25]([N:6]2[C:5](=[O:37])[C:7]3([CH2:8][CH2:9][CH2:10][CH2:11]3)[N:12]([C:13]3[CH:22]=[CH:21][C:16]([C:17]([NH:19][CH3:20])=[O:18])=[C:15]([F:23])[CH:14]=3)[C:1]2=[S:2])=[CH:26][C:27]=1[CH3:33])#[N:32], predict the reactants needed to synthesize it. (7) Given the product [O:1]=[C:2]1[C:10]2[C:5](=[CH:6][CH:7]=[CH:8][CH:9]=2)[C:4](=[O:11])[N:3]1[CH2:12][CH2:13][C:14]1[CH:15]=[C:16]([CH:28]=[CH:29][CH:30]=1)[O:17][C:18]1[CH:23]=[CH:22][N:21]=[C:20]([C:24]([NH:26][CH3:27])=[O:25])[CH:19]=1, predict the reactants needed to synthesize it. The reactants are: [O:1]=[C:2]1[C:10]2[C:5](=[CH:6][CH:7]=[CH:8][CH:9]=2)[C:4](=[O:11])[N:3]1/[CH:12]=[CH:13]/[C:14]1[CH:15]=[C:16]([CH:28]=[CH:29][CH:30]=1)[O:17][C:18]1[CH:23]=[CH:22][N:21]=[C:20]([C:24]([NH:26][CH3:27])=[O:25])[CH:19]=1. (8) Given the product [CH2:30]([N:1]([CH2:4][CH2:5][CH2:10][CH3:9])[C:2]1[N:3]([CH3:22])[C:4](=[O:21])[C:5]2[C:10]([C:11]3[C:16]([CH3:17])=[CH:15][C:14]([CH3:18])=[CH:13][C:12]=3[CH3:19])=[CH:9][N:8]([CH3:20])[C:6]=2[N:7]=1)[CH2:31][CH2:32][CH3:33], predict the reactants needed to synthesize it. The reactants are: [NH2:1][C:2]1[N:3]([CH3:22])[C:4](=[O:21])[C:5]2[C:10]([C:11]3[C:16]([CH3:17])=[CH:15][C:14]([CH3:18])=[CH:13][C:12]=3[CH3:19])=[CH:9][N:8]([CH3:20])[C:6]=2[N:7]=1.CN(C)C=O.[H-].[Na+].[CH2:30](I)[CH2:31][CH2:32][CH3:33].